This data is from Reaction yield outcomes from USPTO patents with 853,638 reactions. The task is: Predict the reaction yield, written as a fraction of the theoretical maximum amount of product (1.0 means a 100% yield; for example, 0.34 means a 34% yield). (1) The catalyst is O1CCCC1. The yield is 0.960. The product is [Br:11][C:8]1[CH:9]=[CH:10][C:5]([CH:4]=[O:12])=[CH:6][CH:7]=1. The reactants are C(N(CC)[C:4](=[O:12])[C:5]1[CH:10]=[CH:9][C:8]([Br:11])=[CH:7][CH:6]=1)C. (2) The product is [F:1][C:2]1[CH:7]=[CH:6][CH:5]=[CH:4][C:3]=1[CH:8]=[CH:9][C:10]([NH:12][C@H:13]([C:24]([OH:26])=[O:25])[CH2:14][C:15]1[C:23]2[C:18](=[CH:19][CH:20]=[CH:21][CH:22]=2)[NH:17][CH:16]=1)=[O:11]. The catalyst is CO. The reactants are [F:1][C:2]1[CH:7]=[CH:6][CH:5]=[CH:4][C:3]=1[CH:8]=[CH:9][C:10]([NH:12][C@H:13]([C:24]([O:26]C)=[O:25])[CH2:14][C:15]1[C:23]2[C:18](=[CH:19][CH:20]=[CH:21][CH:22]=2)[NH:17][CH:16]=1)=[O:11].[OH-].[Na+]. The yield is 0.790. (3) The reactants are [CH3:1][O:2][C:3]1[CH:4]=[C:5]2[C:9](=[CH:10][C:11]=1[O:12][CH2:13][C:14]([O:16]C)=[O:15])[N:8]([CH3:18])[CH:7]=[C:6]2[C:19]1[N:27]([S:28]([C:31]2[CH:36]=[CH:35][C:34]([CH3:37])=[CH:33][CH:32]=2)(=[O:30])=[O:29])[C:22]2=[N:23][CH:24]=[CH:25][CH:26]=[C:21]2[CH:20]=1. The catalyst is [OH-].[K+]. The product is [CH3:1][O:2][C:3]1[CH:4]=[C:5]2[C:9](=[CH:10][C:11]=1[O:12][CH2:13][C:14]([OH:16])=[O:15])[N:8]([CH3:18])[CH:7]=[C:6]2[C:19]1[N:27]([S:28]([C:31]2[CH:32]=[CH:33][C:34]([CH3:37])=[CH:35][CH:36]=2)(=[O:29])=[O:30])[C:22]2=[N:23][CH:24]=[CH:25][CH:26]=[C:21]2[CH:20]=1. The yield is 0.980.